This data is from Catalyst prediction with 721,799 reactions and 888 catalyst types from USPTO. The task is: Predict which catalyst facilitates the given reaction. (1) Reactant: [NH2:1][C:2]1[CH:10]=[CH:9][CH:8]=[C:7]2[C:3]=1[CH:4]=[N:5][N:6]2[CH2:11][C:12]1[CH:13]=[C:14]([CH:20]=[CH:21][CH:22]=1)[C:15]([N:17]([CH3:19])[CH3:18])=[O:16].[Li+].C[Si]([N-][Si](C)(C)C)(C)C.[CH3:33][N:34]1[CH2:39][CH2:38][N:37]([CH2:40][CH2:41][O:42][C:43]2[CH:48]=[CH:47][N:46]3[C:49]([C:52](OCC)=[O:53])=[CH:50][N:51]=[C:45]3[CH:44]=2)[CH2:36][CH2:35]1. Product: [CH3:18][N:17]([CH3:19])[C:15]([C:14]1[CH:13]=[C:12]([CH:22]=[CH:21][CH:20]=1)[CH2:11][N:6]1[C:7]2[C:3](=[C:2]([NH:1][C:52]([C:49]3[N:46]4[CH:47]=[CH:48][C:43]([O:42][CH2:41][CH2:40][N:37]5[CH2:38][CH2:39][N:34]([CH3:33])[CH2:35][CH2:36]5)=[CH:44][C:45]4=[N:51][CH:50]=3)=[O:53])[CH:10]=[CH:9][CH:8]=2)[CH:4]=[N:5]1)=[O:16]. The catalyst class is: 1. (2) Reactant: [N:1]1[C:10]2[C:5](=[CH:6][C:7]([C:11]([OH:13])=O)=[CH:8][CH:9]=2)[CH:4]=[CH:3][CH:2]=1.[CH3:14][C:15]([CH3:27])=[CH:16][CH2:17][O:18][C:19]1[CH:20]=[C:21]([CH:24]=[CH:25][CH:26]=1)[CH2:22][NH2:23].F[P-](F)(F)(F)(F)F.N1([P+](N(C)C)(N(C)C)N(C)C)C2C=CC=CC=2N=N1.C(N(CC)CC)C. Product: [CH3:14][C:15]([CH3:27])=[CH:16][CH2:17][O:18][C:19]1[CH:20]=[C:21]([CH:24]=[CH:25][CH:26]=1)[CH2:22][NH:23][C:11]([C:7]1[CH:6]=[C:5]2[C:10](=[CH:9][CH:8]=1)[N:1]=[CH:2][CH:3]=[CH:4]2)=[O:13]. The catalyst class is: 7. (3) Reactant: C([O:8][N:9]1[C:15](=[O:16])[N:14]2[CH2:17][C@H:10]1[CH2:11][CH2:12][C@H:13]2[C:18]1[S:22][C:21]([CH2:23][NH:24][C:25](=[O:31])[O:26][C:27]([CH3:30])([CH3:29])[CH3:28])=[N:20][N:19]=1)C1C=CC=CC=1. Product: [OH:8][N:9]1[C:15](=[O:16])[N:14]2[CH2:17][C@H:10]1[CH2:11][CH2:12][C@H:13]2[C:18]1[S:22][C:21]([CH2:23][NH:24][C:25](=[O:31])[O:26][C:27]([CH3:29])([CH3:28])[CH3:30])=[N:20][N:19]=1. The catalyst class is: 833. (4) Reactant: [CH3:1][O:2][C:3]1[CH:8]=[CH:7][C:6]([CH2:9][N:10]2[CH2:14][C:13]3([CH2:19][CH2:18][CH2:17][CH:16]([C:20]([O:22][CH3:23])=[O:21])[CH2:15]3)[O:12][C:11]2=[O:24])=[CH:5][CH:4]=1.C[Si]([N-][Si](C)(C)C)(C)C.[Na+].Cl[CH2:36][O:37][CH2:38][C:39]1[CH:44]=[CH:43][CH:42]=[CH:41][CH:40]=1. Product: [CH3:1][O:2][C:3]1[CH:8]=[CH:7][C:6]([CH2:9][N:10]2[CH2:14][C:13]3([CH2:19][CH2:18][CH2:17][C:16]([CH2:36][O:37][CH2:38][C:39]4[CH:44]=[CH:43][CH:42]=[CH:41][CH:40]=4)([C:20]([O:22][CH3:23])=[O:21])[CH2:15]3)[O:12][C:11]2=[O:24])=[CH:5][CH:4]=1. The catalyst class is: 1. (5) Reactant: [Si]([O:8][CH2:9][C:10]1[C:15]([Cl:16])=[CH:14][C:13]([C:17]2([F:30])[CH2:22][CH2:21][N:20]([C:23]([O:25][C:26]([CH3:29])([CH3:28])[CH3:27])=[O:24])[CH2:19][CH2:18]2)=[CH:12][N:11]=1)(C(C)(C)C)(C)C.[F-].C([N+](CCCC)(CCCC)CCCC)CCC.O1CCCC1.O. Product: [Cl:16][C:15]1[C:10]([CH2:9][OH:8])=[N:11][CH:12]=[C:13]([C:17]2([F:30])[CH2:18][CH2:19][N:20]([C:23]([O:25][C:26]([CH3:27])([CH3:28])[CH3:29])=[O:24])[CH2:21][CH2:22]2)[CH:14]=1. The catalyst class is: 7. (6) Reactant: [NH2:1][C@H:2]([C:4]1[N:13]([C:14]2[CH:19]=[CH:18][CH:17]=[CH:16][CH:15]=2)[C:12](=[O:20])[C:11]2[C:6](=[CH:7][CH:8]=[CH:9][C:10]=2[Cl:21])[N:5]=1)[CH3:3].Cl[C:23]1[N:28]=[CH:27][N:26]=[C:25]([NH2:29])[C:24]=1[C:30]1[O:31][C:32]([CH3:35])=[N:33][N:34]=1.CCN(C(C)C)C(C)C. Product: [NH2:29][C:25]1[N:26]=[CH:27][N:28]=[C:23]([NH:1][C@H:2]([C:4]2[N:13]([C:14]3[CH:15]=[CH:16][CH:17]=[CH:18][CH:19]=3)[C:12](=[O:20])[C:11]3[C:6](=[CH:7][CH:8]=[CH:9][C:10]=3[Cl:21])[N:5]=2)[CH3:3])[C:24]=1[C:30]1[O:31][C:32]([CH3:35])=[N:33][N:34]=1. The catalyst class is: 114.